The task is: Predict the reactants needed to synthesize the given product.. This data is from Retrosynthesis with 50K atom-mapped reactions and 10 reaction types from USPTO. (1) Given the product Cc1ccc(S(=O)(=O)N[C@H](c2cccc(OCc3ccccc3)c2)[C@H](N)c2cccc(OCc3ccccc3)c2)cc1, predict the reactants needed to synthesize it. The reactants are: Cc1ccc(S(=O)(=O)Cl)cc1.N[C@H](c1cccc(OCc2ccccc2)c1)[C@H](N)c1cccc(OCc2ccccc2)c1. (2) Given the product COC(=O)C[C@@H](C)c1ccc(Cn2c(C)nc(C)c(-c3ccc(N)cc3)c2=O)cc1, predict the reactants needed to synthesize it. The reactants are: COC(=O)C[C@@H](C)c1ccc(Cn2c(C)nc(C)c(-c3ccc([N+](=O)[O-])cc3)c2=O)cc1. (3) Given the product CNCC(O)c1cccc(O)c1, predict the reactants needed to synthesize it. The reactants are: CNCC(O)c1cccc(OCOC)c1. (4) Given the product Cc1nc(N)ccc1C#N, predict the reactants needed to synthesize it. The reactants are: Cc1nc(N)ccc1Br.N#C[Cu].